From a dataset of Catalyst prediction with 721,799 reactions and 888 catalyst types from USPTO. Predict which catalyst facilitates the given reaction. (1) Product: [Cl:1][C:2]1[CH:7]=[N:6][C:5]([C:8]2[CH:13]=[CH:12][C:11]([CH:14]([NH:21][C:22]3[CH:23]=[CH:24][C:25]([C:26]([N:32]4[CH2:37][CH2:36][CH2:35][C@@H:34]([C:38]([O:40][CH2:41][CH3:42])=[O:39])[CH2:33]4)=[O:27])=[CH:29][CH:30]=3)[CH2:15][CH2:16][C:17]([F:19])([F:18])[F:20])=[C:10]([CH3:31])[CH:9]=2)=[N:4][CH:3]=1. The catalyst class is: 35. Reactant: [Cl:1][C:2]1[CH:3]=[N:4][C:5]([C:8]2[CH:13]=[CH:12][C:11]([CH:14]([NH:21][C:22]3[CH:30]=[CH:29][C:25]([C:26](O)=[O:27])=[CH:24][CH:23]=3)[CH2:15][CH2:16][C:17]([F:20])([F:19])[F:18])=[C:10]([CH3:31])[CH:9]=2)=[N:6][CH:7]=1.[NH:32]1[CH2:37][CH2:36][CH2:35][C@@H:34]([C:38]([O:40][CH2:41][CH3:42])=[O:39])[CH2:33]1.O.ON1C2C=CC=CC=2N=N1.Cl.C(N=C=NCCCN(C)C)C.C(N(C(C)C)CC)(C)C. (2) Reactant: FC(F)(F)C(O)=O.O.C(OC([N:16]1[CH2:19][CH2:18][C@@H:17]1[CH2:20][O:21][C:22]1[CH:23]=[N:24][CH:25]=[C:26]([C:28]2[CH:33]=[CH:32][CH:31]=[C:30]([CH2:34][C@@H:35]([O:43][CH3:44])[CH2:36][C:37]3[CH:42]=[CH:41][CH:40]=[CH:39][CH:38]=3)[CH:29]=2)[CH:27]=1)=O)(C)(C)C. Product: [NH:16]1[CH2:19][CH2:18][C@H:17]1[CH2:20][O:21][C:22]1[CH:23]=[N:24][CH:25]=[C:26]([C:28]2[CH:33]=[CH:32][CH:31]=[C:30]([CH2:34][C@H:35]([O:43][CH3:44])[CH2:36][C:37]3[CH:42]=[CH:41][CH:40]=[CH:39][CH:38]=3)[CH:29]=2)[CH:27]=1. The catalyst class is: 2. (3) Reactant: [CH3:1][C:2]([C:5]1[C:10]([C:11]2[CH:16]=[C:15]([O:17][CH3:18])[CH:14]=[CH:13][C:12]=2[F:19])=[CH:9][C:8]([CH2:20][O:21][C:22]2[CH:27]=[CH:26][C:25]([C@H:28]([CH2:34][CH2:35][CH2:36][O:37][CH3:38])[CH2:29][C:30]([O:32]C)=[O:31])=[CH:24][CH:23]=2)=[CH:7][CH:6]=1)([CH3:4])[CH3:3].[OH-].[Li+]. The catalyst class is: 5. Product: [CH3:4][C:2]([C:5]1[C:10]([C:11]2[CH:16]=[C:15]([O:17][CH3:18])[CH:14]=[CH:13][C:12]=2[F:19])=[CH:9][C:8]([CH2:20][O:21][C:22]2[CH:23]=[CH:24][C:25]([C@H:28]([CH2:34][CH2:35][CH2:36][O:37][CH3:38])[CH2:29][C:30]([OH:32])=[O:31])=[CH:26][CH:27]=2)=[CH:7][CH:6]=1)([CH3:1])[CH3:3]. (4) Reactant: C([Li])CCC.[CH2:6]([NH:13][C@H:14]([C:16]1[CH:21]=[CH:20][CH:19]=[CH:18][CH:17]=1)[CH3:15])[C:7]1[CH:12]=[CH:11][CH:10]=[CH:9][CH:8]=1.[C:22]([O:30][C:31]([CH3:34])([CH3:33])[CH3:32])(=[O:29])/[CH:23]=[CH:24]/[CH2:25][CH2:26][CH2:27][CH3:28]. Product: [CH2:6]([N:13]([C@H:14]([C:16]1[CH:21]=[CH:20][CH:19]=[CH:18][CH:17]=1)[CH3:15])[C@@H:24]([CH2:25][CH2:26][CH2:27][CH3:28])[CH2:23][C:22]([O:30][C:31]([CH3:32])([CH3:33])[CH3:34])=[O:29])[C:7]1[CH:12]=[CH:11][CH:10]=[CH:9][CH:8]=1. The catalyst class is: 1. (5) Reactant: [C:1]([O:5][C:6]([N:8]1[CH2:12][CH2:11][CH:10]([OH:13])[CH2:9]1)=[O:7])([CH3:4])([CH3:3])[CH3:2].C(N(CC)CC)C.[N+](C1C=CC([C:28](Cl)=[O:29])=CC=1)([O-])=O.[CH3:33][S:34]([C:37]1[CH:38]=[C:39]2[C:43](=[CH:44][CH:45]=1)[N:42]([C:46]1[CH:51]=[C:50]([O:52][CH:53]3[CH2:58][CH2:57][NH:56][CH2:55][CH2:54]3)[N:49]=[CH:48][N:47]=1)[CH2:41][CH2:40]2)(=[O:36])=[O:35]. Product: [C:1]([O:5][C:6]([N:8]1[CH2:12][CH2:11][CH:10]([O:13][C:28]([N:56]2[CH2:57][CH2:58][CH:53]([O:52][C:50]3[CH:51]=[C:46]([N:42]4[C:43]5[C:39](=[CH:38][C:37]([S:34]([CH3:33])(=[O:36])=[O:35])=[CH:45][CH:44]=5)[CH2:40][CH2:41]4)[N:47]=[CH:48][N:49]=3)[CH2:54][CH2:55]2)=[O:29])[CH2:9]1)=[O:7])([CH3:4])([CH3:2])[CH3:3]. The catalyst class is: 2. (6) Reactant: [C:1](Cl)([Cl:3])=[O:2].[Cl:5][C:6]1[CH:7]=[C:8]([OH:13])[CH:9]=[CH:10][C:11]=1[Cl:12].N1C=CC=CC=1. Product: [Cl:3][C:1]([O:13][C:8]1[CH:9]=[CH:10][C:11]([Cl:12])=[C:6]([Cl:5])[CH:7]=1)=[O:2]. The catalyst class is: 4.